From a dataset of Reaction yield outcomes from USPTO patents with 853,638 reactions. Predict the reaction yield, written as a fraction of the theoretical maximum amount of product (1.0 means a 100% yield; for example, 0.34 means a 34% yield). The reactants are [C:1]([O:5][C:6]([NH:8][CH2:9][CH2:10][CH2:11][CH2:12][CH2:13][C:14]([OH:16])=O)=[O:7])([CH3:4])([CH3:3])[CH3:2].O.Br.[NH2:19][C:20]1[S:21][CH:22]=[C:23]([C:25]2[CH:30]=[CH:29][CH:28]=[CH:27][CH:26]=2)[N:24]=1.P(Cl)(Cl)(Cl)=O. The catalyst is N1C=CC=CC=1. The product is [O:16]=[C:14]([NH:19][C:20]1[S:21][CH:22]=[C:23]([C:25]2[CH:30]=[CH:29][CH:28]=[CH:27][CH:26]=2)[N:24]=1)[CH2:13][CH2:12][CH2:11][CH2:10][CH2:9][NH:8][C:6](=[O:7])[O:5][C:1]([CH3:2])([CH3:3])[CH3:4]. The yield is 0.660.